From a dataset of Full USPTO retrosynthesis dataset with 1.9M reactions from patents (1976-2016). Predict the reactants needed to synthesize the given product. (1) Given the product [CH:16]([C:14]1[N:15]=[C:8]2[C:7]([N:4]3[CH2:3][CH2:2][O:1][CH2:6][CH2:5]3)=[CH:12][CH:11]=[N:10][N:9]2[C:13]=1[C:19]1[CH:26]=[CH:25][C:22]([C:23]#[N:24])=[CH:21][CH:20]=1)=[O:17], predict the reactants needed to synthesize it. The reactants are: [O:1]1[CH2:6][CH2:5][N:4]([C:7]2[C:8]3[N:9]([CH:13]=[C:14]([CH:16]=[O:17])[N:15]=3)[N:10]=[CH:11][CH:12]=2)[CH2:3][CH2:2]1.Br[C:19]1[CH:26]=[CH:25][C:22]([C:23]#[N:24])=[CH:21][CH:20]=1. (2) Given the product [C:8]([NH:15][CH2:16][C:17](=[O:23])[CH2:18][CH2:19][C:20]([O:22][CH2:25][C:26]([O:28][C:29]([CH3:32])([CH3:31])[CH3:30])=[O:27])=[O:21])([O:10][C:11]([CH3:14])([CH3:13])[CH3:12])=[O:9], predict the reactants needed to synthesize it. The reactants are: C(N(CC)CC)C.[C:8]([NH:15][CH2:16][C:17](=[O:23])[CH2:18][CH2:19][C:20]([OH:22])=[O:21])([O:10][C:11]([CH3:14])([CH3:13])[CH3:12])=[O:9].Br[CH2:25][C:26]([O:28][C:29]([CH3:32])([CH3:31])[CH3:30])=[O:27].Cl. (3) Given the product [F:53][C:54]1([F:99])[C:58]2[N:59]([CH2:66][C:67]([NH:69][C@H:70]([C:80]3[C:85]([C:86]4[CH:87]=[CH:88][C:89]([F:95])=[C:90]([CH:94]=4)[C:91]([NH2:93])=[O:92])=[CH:84][N:83]=[C:82]([C:44]#[C:43][C:42]4[CH:41]=[N:40][CH:39]=[C:37]([CH3:36])[CH:38]=4)[N:81]=3)[CH2:71][C:72]3[CH:77]=[C:76]([F:78])[CH:75]=[C:74]([F:79])[CH:73]=3)=[O:68])[N:60]=[C:61]([C:62]([F:65])([F:64])[F:63])[C:57]=2[C@H:56]2[CH2:98][C@@H:55]12, predict the reactants needed to synthesize it. The reactants are: FC(F)C1C2C(F)(F)CCC(F)(F)C=2N(CC(N[C@H](C2C([C:36]3[CH:37]=[C:38]4[C:42](=[CH:43][CH:44]=3)[CH2:41][NH:40][C:39]4=O)=CN=C(C#CC(O)(C)C)N=2)CC2C=C(F)C=C(F)C=2)=O)N=1.[F:53][C:54]1([F:99])[C:58]2[N:59]([CH2:66][C:67]([NH:69][C@H:70]([C:80]3[C:85]([C:86]4[CH:87]=[CH:88][C:89]([F:95])=[C:90]([CH:94]=4)[C:91]([NH2:93])=[O:92])=[CH:84][N:83]=[C:82](SC)[N:81]=3)[CH2:71][C:72]3[CH:77]=[C:76]([F:78])[CH:75]=[C:74]([F:79])[CH:73]=3)=[O:68])[N:60]=[C:61]([C:62]([F:65])([F:64])[F:63])[C:57]=2[C@H:56]2[CH2:98][C@@H:55]12.C(C1C=NC=C(C)C=1)#C.